This data is from NCI-60 drug combinations with 297,098 pairs across 59 cell lines. The task is: Regression. Given two drug SMILES strings and cell line genomic features, predict the synergy score measuring deviation from expected non-interaction effect. Drug 1: CC1=C(C=C(C=C1)NC2=NC=CC(=N2)N(C)C3=CC4=NN(C(=C4C=C3)C)C)S(=O)(=O)N.Cl. Drug 2: CCCCC(=O)OCC(=O)C1(CC(C2=C(C1)C(=C3C(=C2O)C(=O)C4=C(C3=O)C=CC=C4OC)O)OC5CC(C(C(O5)C)O)NC(=O)C(F)(F)F)O. Cell line: CAKI-1. Synergy scores: CSS=15.8, Synergy_ZIP=-5.21, Synergy_Bliss=-6.08, Synergy_Loewe=-2.29, Synergy_HSA=-2.16.